Dataset: NCI-60 drug combinations with 297,098 pairs across 59 cell lines. Task: Regression. Given two drug SMILES strings and cell line genomic features, predict the synergy score measuring deviation from expected non-interaction effect. (1) Drug 1: CC1=CC=C(C=C1)C2=CC(=NN2C3=CC=C(C=C3)S(=O)(=O)N)C(F)(F)F. Drug 2: CN1C(=O)N2C=NC(=C2N=N1)C(=O)N. Cell line: NCI/ADR-RES. Synergy scores: CSS=-1.28, Synergy_ZIP=1.49, Synergy_Bliss=2.78, Synergy_Loewe=2.58, Synergy_HSA=0.134. (2) Drug 1: C1CC(C1)(C(=O)O)C(=O)O.[NH2-].[NH2-].[Pt+2]. Drug 2: N.N.Cl[Pt+2]Cl. Cell line: SF-268. Synergy scores: CSS=46.4, Synergy_ZIP=0.736, Synergy_Bliss=0.303, Synergy_Loewe=-15.3, Synergy_HSA=1.11. (3) Drug 1: CC(C1=C(C=CC(=C1Cl)F)Cl)OC2=C(N=CC(=C2)C3=CN(N=C3)C4CCNCC4)N. Drug 2: COC1=C(C=C2C(=C1)N=CN=C2NC3=CC(=C(C=C3)F)Cl)OCCCN4CCOCC4. Cell line: SNB-75. Synergy scores: CSS=35.9, Synergy_ZIP=0.750, Synergy_Bliss=7.47, Synergy_Loewe=6.65, Synergy_HSA=7.95. (4) Drug 1: CC1CCC2CC(C(=CC=CC=CC(CC(C(=O)C(C(C(=CC(C(=O)CC(OC(=O)C3CCCCN3C(=O)C(=O)C1(O2)O)C(C)CC4CCC(C(C4)OC)OCCO)C)C)O)OC)C)C)C)OC. Synergy scores: CSS=5.58, Synergy_ZIP=-0.704, Synergy_Bliss=2.12, Synergy_Loewe=0.0492, Synergy_HSA=1.83. Drug 2: C1C(C(OC1N2C=NC3=C2NC=NCC3O)CO)O. Cell line: OVCAR-5.